From a dataset of Peptide-MHC class I binding affinity with 185,985 pairs from IEDB/IMGT. Regression. Given a peptide amino acid sequence and an MHC pseudo amino acid sequence, predict their binding affinity value. This is MHC class I binding data. (1) The peptide sequence is AIFQSAMTK. The MHC is HLA-A11:01 with pseudo-sequence HLA-A11:01. The binding affinity (normalized) is 0.796. (2) The peptide sequence is SQCQAIHNVV. The MHC is HLA-A02:03 with pseudo-sequence HLA-A02:03. The binding affinity (normalized) is 0.331. (3) The peptide sequence is NPIPVGNIYR. The MHC is Mamu-A2201 with pseudo-sequence Mamu-A2201. The binding affinity (normalized) is 0.111. (4) The peptide sequence is KTTKSWLQK. The MHC is HLA-A24:03 with pseudo-sequence HLA-A24:03. The binding affinity (normalized) is 0.0847. (5) The peptide sequence is YMPYVFTLL. The MHC is HLA-A01:01 with pseudo-sequence HLA-A01:01. The binding affinity (normalized) is 0.224. (6) The peptide sequence is TTDAEACYIY. The MHC is HLA-A33:01 with pseudo-sequence HLA-A33:01. The binding affinity (normalized) is 0.0316.